Dataset: NCI-60 drug combinations with 297,098 pairs across 59 cell lines. Task: Regression. Given two drug SMILES strings and cell line genomic features, predict the synergy score measuring deviation from expected non-interaction effect. (1) Drug 1: CCC1(CC2CC(C3=C(CCN(C2)C1)C4=CC=CC=C4N3)(C5=C(C=C6C(=C5)C78CCN9C7C(C=CC9)(C(C(C8N6C)(C(=O)OC)O)OC(=O)C)CC)OC)C(=O)OC)O.OS(=O)(=O)O. Drug 2: C#CCC(CC1=CN=C2C(=N1)C(=NC(=N2)N)N)C3=CC=C(C=C3)C(=O)NC(CCC(=O)O)C(=O)O. Cell line: HL-60(TB). Synergy scores: CSS=23.0, Synergy_ZIP=1.89, Synergy_Bliss=0.904, Synergy_Loewe=-54.9, Synergy_HSA=1.86. (2) Drug 1: C(CC(=O)O)C(=O)CN.Cl. Drug 2: C1CCC(C(C1)N)N.C(=O)(C(=O)[O-])[O-].[Pt+4]. Cell line: M14. Synergy scores: CSS=19.5, Synergy_ZIP=-6.49, Synergy_Bliss=-6.89, Synergy_Loewe=-2.12, Synergy_HSA=-2.38.